This data is from Peptide-MHC class I binding affinity with 185,985 pairs from IEDB/IMGT. The task is: Regression. Given a peptide amino acid sequence and an MHC pseudo amino acid sequence, predict their binding affinity value. This is MHC class I binding data. (1) The peptide sequence is GMFTNRYGSQ. The MHC is HLA-A66:01 with pseudo-sequence HLA-A66:01. The binding affinity (normalized) is 0. (2) The peptide sequence is SQVSNSDSYK. The MHC is HLA-A68:01 with pseudo-sequence HLA-A68:01. The binding affinity (normalized) is 0.332. (3) The peptide sequence is SRWPITHLHT. The MHC is Mamu-B08 with pseudo-sequence Mamu-B08. The binding affinity (normalized) is 0.411.